From a dataset of Forward reaction prediction with 1.9M reactions from USPTO patents (1976-2016). Predict the product of the given reaction. (1) Given the reactants Cl([O-])=O.[Na+].P([O-])(O)(O)=[O:6].[Na+].[C:11]([O:15][C:16]([N:18]1[CH:24]([C:25]([F:28])([F:27])[F:26])[CH2:23][CH2:22][N:21]([C:29]2[CH:34]=[CH:33][CH:32]=[CH:31][C:30]=2[CH:35]=[O:36])[CH2:20][CH2:19]1)=[O:17])([CH3:14])([CH3:13])[CH3:12], predict the reaction product. The product is: [C:11]([O:15][C:16]([N:18]1[CH:24]([C:25]([F:28])([F:27])[F:26])[CH2:23][CH2:22][N:21]([C:29]2[CH:34]=[CH:33][CH:32]=[CH:31][C:30]=2[C:35]([OH:6])=[O:36])[CH2:20][CH2:19]1)=[O:17])([CH3:14])([CH3:12])[CH3:13]. (2) Given the reactants C(Cl)(=O)C(Cl)=O.[O:7]([C:14]1[CH:15]=[C:16]([CH:20]=[CH:21][CH:22]=1)[C:17]([OH:19])=O)[C:8]1[CH:13]=[CH:12][CH:11]=[CH:10][CH:9]=1.[CH3:23][N:24]([CH:35]1[CH2:40][CH2:39][N:38]([CH3:41])[CH2:37][CH2:36]1)[C:25]1[O:26][C:27]2[CH:33]=[CH:32][C:31]([NH2:34])=[CH:30][C:28]=2[N:29]=1.N1C=CC=CC=1, predict the reaction product. The product is: [CH3:23][N:24]([CH:35]1[CH2:40][CH2:39][N:38]([CH3:41])[CH2:37][CH2:36]1)[C:25]1[O:26][C:27]2[CH:33]=[CH:32][C:31]([NH:34][C:17](=[O:19])[C:16]3[CH:20]=[CH:21][CH:22]=[C:14]([O:7][C:8]4[CH:9]=[CH:10][CH:11]=[CH:12][CH:13]=4)[CH:15]=3)=[CH:30][C:28]=2[N:29]=1. (3) Given the reactants [Cl:1][C:2]1[CH:15]=[CH:14][C:5]([CH2:6][N:7]2[CH2:12][CH2:11][CH:10]([NH2:13])[CH2:9][CH2:8]2)=[CH:4][C:3]=1[O:16][CH2:17][CH3:18].[C:19](O)(=[O:29])[C:20]1[CH:28]=[CH:27][CH:26]=[C:22]([C:23](N)=[O:24])[CH:21]=1, predict the reaction product. The product is: [Cl:1][C:2]1[CH:15]=[CH:14][C:5]([CH2:6][N:7]2[CH2:12][CH2:11][CH:10]([N:13]3[C:23](=[O:24])[C:22]4=[CH:26][CH:27]=[CH:28][C:20](=[CH:21]4)[C:19]3=[O:29])[CH2:9][CH2:8]2)=[CH:4][C:3]=1[O:16][CH2:17][CH3:18]. (4) Given the reactants [I:1][C:2]1[C:10]2[C:9](=[O:11])[N:8]([CH3:12])[CH:7]=[N:6][C:5]=2[NH:4][CH:3]=1.[C:13]1([CH3:23])[CH:18]=[CH:17][C:16]([S:19](Cl)(=[O:21])=[O:20])=[CH:15][CH:14]=1.C(N(CC)CC)C, predict the reaction product. The product is: [I:1][C:2]1[C:10]2[C:9](=[O:11])[N:8]([CH3:12])[CH:7]=[N:6][C:5]=2[N:4]([S:19]([C:16]2[CH:17]=[CH:18][C:13]([CH3:23])=[CH:14][CH:15]=2)(=[O:21])=[O:20])[CH:3]=1. (5) Given the reactants C(N[C:4]([C:6]1[C:14]2[C:9](=[N:10][CH:11]=[C:12](Br)[N:13]=2)[N:8](COCC[Si](C)(C)C)[CH:7]=1)=[O:5])C.C(NC(C1C2C(=NC=C(Br)N=2)N(COCC[Si](C)(C)C)C=1)=[O:29])(C)C.[Cl:48][C:49]1[CH:50]=[C:51]([OH:55])[CH:52]=[CH:53][CH:54]=1.C(C1C=C(O)C=CC=1)#N, predict the reaction product. The product is: [Cl:48][C:49]1[CH:50]=[C:51]([CH:52]=[CH:53][CH:54]=1)[O:55][C:12]1[N:13]=[C:14]2[C:6]([C:4]([OH:5])=[O:29])=[CH:7][NH:8][C:9]2=[N:10][CH:11]=1.